From a dataset of Catalyst prediction with 721,799 reactions and 888 catalyst types from USPTO. Predict which catalyst facilitates the given reaction. (1) Reactant: [CH3:1][C:2]1[CH:7]=[C:6]([CH3:8])[NH:5][C:4](=[O:9])[C:3]=1[CH2:10][NH:11][C:12]([C:14]1[CH:19]=[C:18]([C:20]2[CH2:25][CH2:24][N:23]([CH:26]3[CH2:31][CH2:30][N:29](C(OC(C)(C)C)=O)[CH2:28][CH2:27]3)[CH2:22][CH:21]=2)[N:17]=[C:16]2[N:39]([CH:42]([CH3:44])[CH3:43])[N:40]=[CH:41][C:15]=12)=[O:13].C(O)(C(F)(F)F)=O. Product: [CH3:1][C:2]1[CH:7]=[C:6]([CH3:8])[NH:5][C:4](=[O:9])[C:3]=1[CH2:10][NH:11][C:12]([C:14]1[C:15]2[CH:41]=[N:40][N:39]([CH:42]([CH3:44])[CH3:43])[C:16]=2[N:17]=[C:18]([C:20]2[CH2:25][CH2:24][N:23]([CH:26]3[CH2:27][CH2:28][NH:29][CH2:30][CH2:31]3)[CH2:22][CH:21]=2)[CH:19]=1)=[O:13]. The catalyst class is: 2. (2) Reactant: N12CCCN=C1CCCCC2.[I:12][C:13]1[CH:20]=[CH:19][C:16]([CH:17]=[O:18])=[CH:15][CH:14]=1.N1CCCCC1.O[C:28]1[CH:33]=[CH:32][C:31]([O:34][CH:35]2[CH2:40][CH2:39][CH2:38][CH2:37][O:36]2)=[CH:30][C:29]=1[C:41](=[O:56])[CH2:42][C:43]1[CH:48]=[CH:47][CH:46]=[C:45]([O:49][CH:50]2[CH2:55][CH2:54][CH2:53][CH2:52][O:51]2)[CH:44]=1. Product: [I:12][C:13]1[CH:20]=[CH:19][C:16]([CH:17]2[CH:42]([C:43]3[CH:48]=[CH:47][CH:46]=[C:45]([O:49][CH:50]4[CH2:55][CH2:54][CH2:53][CH2:52][O:51]4)[CH:44]=3)[C:41](=[O:56])[C:29]3[C:28](=[CH:33][CH:32]=[C:31]([O:34][CH:35]4[CH2:40][CH2:39][CH2:38][CH2:37][O:36]4)[CH:30]=3)[O:18]2)=[CH:15][CH:14]=1. The catalyst class is: 114. (3) Reactant: O=[C:2]1[CH2:7][CH2:6][N:5]([C:8]([O:10][C:11]([CH3:14])([CH3:13])[CH3:12])=[O:9])[CH2:4][CH2:3]1.[Cl:15][C:16]1[CH:23]=[CH:22][CH:21]=[CH:20][C:17]=1[CH2:18][NH2:19].C(O)(=O)C.[BH3-]C#N.[Na+]. Product: [Cl:15][C:16]1[CH:23]=[CH:22][CH:21]=[CH:20][C:17]=1[CH2:18][NH:19][CH:2]1[CH2:7][CH2:6][N:5]([C:8]([O:10][C:11]([CH3:14])([CH3:13])[CH3:12])=[O:9])[CH2:4][CH2:3]1. The catalyst class is: 24. (4) Reactant: [Na].[CH2:2]([OH:9])[C:3]1[CH:8]=[CH:7][CH:6]=[CH:5][CH:4]=1.F[C:11]1[CH:20]=[C:19]2[C:14]([C:15](=[O:21])[NH:16][CH:17]=[N:18]2)=[CH:13][CH:12]=1.Cl. Product: [CH2:2]([O:9][C:11]1[CH:20]=[C:19]2[C:14]([C:15](=[O:21])[NH:16][CH:17]=[N:18]2)=[CH:13][CH:12]=1)[C:3]1[CH:8]=[CH:7][CH:6]=[CH:5][CH:4]=1. The catalyst class is: 6.